This data is from Catalyst prediction with 721,799 reactions and 888 catalyst types from USPTO. The task is: Predict which catalyst facilitates the given reaction. (1) Reactant: [C:1]([O:5][C:6](=[O:25])[NH:7][C@@H:8]([CH2:18][C:19]1[CH:24]=[CH:23][CH:22]=[CH:21][CH:20]=1)[CH2:9][NH:10][C:11]1[CH:16]=[N:15][CH:14]=[C:13](Cl)[N:12]=1)([CH3:4])([CH3:3])[CH3:2].[CH2:26]([O:33][CH2:34][N:35]1[C:43]2[C:38](=[CH:39][C:40](B(O)O)=[CH:41][CH:42]=2)[C:37]([CH3:47])=[N:36]1)[C:27]1[CH:32]=[CH:31][CH:30]=[CH:29][CH:28]=1.C(=O)([O-])[O-].[K+].[K+]. Product: [C:1]([O:5][C:6](=[O:25])[NH:7][CH:8]([CH2:18][C:19]1[CH:24]=[CH:23][CH:22]=[CH:21][CH:20]=1)[CH2:9][NH:10][C:11]1[CH:16]=[N:15][CH:14]=[C:13]([C:40]2[CH:39]=[C:38]3[C:43](=[CH:42][CH:41]=2)[N:35]([CH2:34][O:33][CH2:26][C:27]2[CH:32]=[CH:31][CH:30]=[CH:29][CH:28]=2)[N:36]=[C:37]3[CH3:47])[N:12]=1)([CH3:4])([CH3:3])[CH3:2]. The catalyst class is: 710. (2) Reactant: [CH3:1][C:2]1[N+:7]([O-:8])=[N:6][CH:5]=[CH:4][CH:3]=1.S(=O)(=O)(O)O.[N+:14]([O-])([OH:16])=[O:15].C([O-])(O)=O.[Na+]. Product: [CH3:1][C:2]1[N+:7]([O-:8])=[N:6][CH:5]=[C:4]([N+:14]([O-:16])=[O:15])[CH:3]=1. The catalyst class is: 74. (3) Reactant: [C:1]([O:5][C:6]([N:8]1[C@H:12]([CH2:13][OH:14])[CH2:11][O:10][C:9]1([CH3:16])[CH3:15])=[O:7])([CH3:4])([CH3:3])[CH3:2].[S:17](Cl)([C:20]1[CH:26]=[CH:25][C:23]([CH3:24])=[CH:22][CH:21]=1)(=[O:19])=[O:18]. Product: [C:1]([O:5][C:6]([N:8]1[C@H:12]([CH2:13][O:14][S:17]([C:20]2[CH:26]=[CH:25][C:23]([CH3:24])=[CH:22][CH:21]=2)(=[O:19])=[O:18])[CH2:11][O:10][C:9]1([CH3:16])[CH3:15])=[O:7])([CH3:4])([CH3:3])[CH3:2]. The catalyst class is: 17. (4) Reactant: S(=O)(=O)(O)O.[Cl:6][C:7]1[CH:8]=[C:9]([CH:13]([C:18]2[CH:23]=[CH:22][C:21]([N+:24]([O-:26])=[O:25])=[CH:20][CH:19]=2)[CH2:14][N:15]=[C:16]=[S:17])[CH:10]=[CH:11][CH:12]=1. Product: [Cl:6][C:7]1[CH:8]=[C:9]2[C:10](=[CH:11][CH:12]=1)[C:16]([SH:17])=[N:15][CH2:14][CH:13]2[C:18]1[CH:19]=[CH:20][C:21]([N+:24]([O-:26])=[O:25])=[CH:22][CH:23]=1. The catalyst class is: 4. (5) Reactant: Cl[C:2]1[C:10]2[C:6](=[N:7][O:8][N:9]=2)[C:5]([N+:11]([O-:13])=[O:12])=[CH:4][CH:3]=1.C(=O)([O-])O.[Na+].[NH2:19][C:20]1[CH:25]=[CH:24][C:23]([OH:26])=[CH:22][CH:21]=1. Product: [N+:11]([C:5]1[C:6]2=[N:7][O:8][N:9]=[C:10]2[C:2]([NH:19][C:20]2[CH:25]=[CH:24][C:23]([OH:26])=[CH:22][CH:21]=2)=[CH:3][CH:4]=1)([O-:13])=[O:12]. The catalyst class is: 8. (6) Reactant: [Cl:1][C:2]1[CH:3]=[C:4]([CH:7]=[C:8]([O:10][C:11]2[C:16]([Cl:17])=[CH:15][CH:14]=[C:13]([CH2:18][NH:19]C)[C:12]=2[F:21])[CH:9]=1)[C:5]#[N:6].[Cl:22][C:23]1[N:24]=[C:25]([CH2:31][CH3:32])[NH:26][C:27]=1[C:28]([OH:30])=O.CN(C(ON1N=NC2C=CC=NC1=2)=[N+](C)C)C.F[P-](F)(F)(F)(F)F.CCN(C(C)C)C(C)C. Product: [Cl:22][C:23]1[N:24]=[C:25]([CH2:31][CH3:32])[NH:26][C:27]=1[C:28]([NH:19][CH2:18][C:13]1[CH:14]=[CH:15][C:16]([Cl:17])=[C:11]([O:10][C:8]2[CH:7]=[C:4]([C:5]#[N:6])[CH:3]=[C:2]([Cl:1])[CH:9]=2)[C:12]=1[F:21])=[O:30]. The catalyst class is: 3.